This data is from NCI-60 drug combinations with 297,098 pairs across 59 cell lines. The task is: Regression. Given two drug SMILES strings and cell line genomic features, predict the synergy score measuring deviation from expected non-interaction effect. (1) Drug 1: CS(=O)(=O)C1=CC(=C(C=C1)C(=O)NC2=CC(=C(C=C2)Cl)C3=CC=CC=N3)Cl. Drug 2: C1=CC(=CC=C1CCC2=CNC3=C2C(=O)NC(=N3)N)C(=O)NC(CCC(=O)O)C(=O)O. Cell line: SN12C. Synergy scores: CSS=21.4, Synergy_ZIP=3.28, Synergy_Bliss=2.21, Synergy_Loewe=-7.18, Synergy_HSA=2.41. (2) Drug 1: CC1=CC2C(CCC3(C2CCC3(C(=O)C)OC(=O)C)C)C4(C1=CC(=O)CC4)C. Drug 2: CC1=C(C=C(C=C1)C(=O)NC2=CC(=CC(=C2)C(F)(F)F)N3C=C(N=C3)C)NC4=NC=CC(=N4)C5=CN=CC=C5. Cell line: HCT-15. Synergy scores: CSS=5.67, Synergy_ZIP=2.36, Synergy_Bliss=9.30, Synergy_Loewe=5.20, Synergy_HSA=5.63. (3) Drug 1: C1=CC(=CC=C1C#N)C(C2=CC=C(C=C2)C#N)N3C=NC=N3. Drug 2: CC1=C(C(=O)C2=C(C1=O)N3CC4C(C3(C2COC(=O)N)OC)N4)N. Cell line: K-562. Synergy scores: CSS=35.6, Synergy_ZIP=-6.97, Synergy_Bliss=-5.33, Synergy_Loewe=-0.519, Synergy_HSA=0.826. (4) Drug 1: CC(C1=C(C=CC(=C1Cl)F)Cl)OC2=C(N=CC(=C2)C3=CN(N=C3)C4CCNCC4)N. Drug 2: CC1=C2C(C(=O)C3(C(CC4C(C3C(C(C2(C)C)(CC1OC(=O)C(C(C5=CC=CC=C5)NC(=O)OC(C)(C)C)O)O)OC(=O)C6=CC=CC=C6)(CO4)OC(=O)C)OC)C)OC. Cell line: K-562. Synergy scores: CSS=78.6, Synergy_ZIP=4.92, Synergy_Bliss=3.78, Synergy_Loewe=1.07, Synergy_HSA=5.02.